This data is from Reaction yield outcomes from USPTO patents with 853,638 reactions. The task is: Predict the reaction yield, written as a fraction of the theoretical maximum amount of product (1.0 means a 100% yield; for example, 0.34 means a 34% yield). (1) The reactants are [F:1][CH:2]([F:30])[O:3][C:4]1[CH:5]=[C:6]([NH:10][C:11]2[C:20]3[C:15](=[CH:16][CH:17]=[C:18]([N+:21]([O-])=O)[CH:19]=3)[N:14]=[C:13]([C:24]3[CH:29]=[N:28][CH:27]=[CH:26][N:25]=3)[N:12]=2)[CH:7]=[CH:8][CH:9]=1.[NH4+].[Cl-]. The catalyst is CO.O.[Fe]. The product is [F:30][CH:2]([F:1])[O:3][C:4]1[CH:5]=[C:6]([NH:10][C:11]2[C:20]3[C:15](=[CH:16][CH:17]=[C:18]([NH2:21])[CH:19]=3)[N:14]=[C:13]([C:24]3[CH:29]=[N:28][CH:27]=[CH:26][N:25]=3)[N:12]=2)[CH:7]=[CH:8][CH:9]=1. The yield is 0.875. (2) The reactants are O[C:2]([CH:4]([C:6]1[CH:15]=[CH:14][C:9]([CH2:10][CH:11]([CH3:13])[CH3:12])=[CH:8][CH:7]=1)[CH3:5])=[O:3].[NH2:16][CH2:17][CH2:18][CH2:19][CH2:20][OH:21].CN(C(ON1N=NC2C1=CC=CC=2)=[N+](C)C)C.F[P-](F)(F)(F)(F)F.C(N(CC)C(C)C)(C)C. The catalyst is CN(C)C=O.C(OCC)(=O)C. The product is [OH:21][CH2:20][CH2:19][CH2:18][CH2:17][NH:16][C:2](=[O:3])[CH:4]([C:6]1[CH:15]=[CH:14][C:9]([CH2:10][CH:11]([CH3:13])[CH3:12])=[CH:8][CH:7]=1)[CH3:5]. The yield is 0.950. (3) The reactants are [C:1]([O:5][C:6](=[O:41])[C:7]1[CH:12]=[CH:11][C:10]([CH2:13][CH2:14][S:15]([N:18]2[CH2:39][CH2:38][C:21]3([N:25]=[C:24]([C:26]4[CH:31]=[C:30]([C:32]([F:35])([F:34])[F:33])[CH:29]=[C:28]([OH:36])[CH:27]=4)[NH:23][C:22]3=[O:37])[CH2:20][CH2:19]2)(=[O:17])=[O:16])=[C:9]([CH3:40])[CH:8]=1)([CH3:4])([CH3:3])[CH3:2].[C:42]([O:46][C:47]([N:49]([CH3:72])[CH2:50][CH2:51][O:52][CH2:53][C:54]([F:71])([F:70])[C:55]([F:69])([F:68])[C:56]([F:67])([F:66])[CH2:57]OS(C(F)(F)F)(=O)=O)=[O:48])([CH3:45])([CH3:44])[CH3:43].C(=O)([O-])[O-].[K+].[K+]. The catalyst is CN(C=O)C. The product is [C:1]([O:5][C:6](=[O:41])[C:7]1[CH:12]=[CH:11][C:10]([CH2:13][CH2:14][S:15]([N:18]2[CH2:19][CH2:20][C:21]3([N:25]=[C:24]([C:26]4[CH:31]=[C:30]([C:32]([F:34])([F:33])[F:35])[CH:29]=[C:28]([O:36][CH2:57][C:56]([F:66])([F:67])[C:55]([F:68])([F:69])[C:54]([F:70])([F:71])[CH2:53][O:52][CH2:51][CH2:50][N:49]([C:47]([O:46][C:42]([CH3:43])([CH3:44])[CH3:45])=[O:48])[CH3:72])[CH:27]=4)[NH:23][C:22]3=[O:37])[CH2:38][CH2:39]2)(=[O:16])=[O:17])=[C:9]([CH3:40])[CH:8]=1)([CH3:4])([CH3:3])[CH3:2]. The yield is 0.460.